From a dataset of Reaction yield outcomes from USPTO patents with 853,638 reactions. Predict the reaction yield, written as a fraction of the theoretical maximum amount of product (1.0 means a 100% yield; for example, 0.34 means a 34% yield). The reactants are [F:1][C:2]1[C:3]([N:9]2[CH:13]=[CH:12][CH:11]=[CH:10]2)=[C:4]([OH:8])[CH:5]=[CH:6][CH:7]=1.O=[C:15]1[CH2:20][CH2:19][N:18](C(OC(C)(C)C)=O)[CH2:17][CH2:16]1.C(O)(C(F)(F)F)=O. The catalyst is ClCCl. The product is [F:1][C:2]1[C:3]2[N:9]3[CH:13]=[CH:12][CH:11]=[C:10]3[C:15]3([CH2:20][CH2:19][NH:18][CH2:17][CH2:16]3)[O:8][C:4]=2[CH:5]=[CH:6][CH:7]=1. The yield is 0.860.